Dataset: NCI-60 drug combinations with 297,098 pairs across 59 cell lines. Task: Regression. Given two drug SMILES strings and cell line genomic features, predict the synergy score measuring deviation from expected non-interaction effect. (1) Drug 1: CC1C(C(CC(O1)OC2CC(OC(C2O)C)OC3=CC4=CC5=C(C(=O)C(C(C5)C(C(=O)C(C(C)O)O)OC)OC6CC(C(C(O6)C)O)OC7CC(C(C(O7)C)O)OC8CC(C(C(O8)C)O)(C)O)C(=C4C(=C3C)O)O)O)O. Drug 2: C1=NC2=C(N=C(N=C2N1C3C(C(C(O3)CO)O)F)Cl)N. Cell line: TK-10. Synergy scores: CSS=7.37, Synergy_ZIP=0.943, Synergy_Bliss=4.79, Synergy_Loewe=0.569, Synergy_HSA=4.70. (2) Drug 1: CC12CCC(CC1=CCC3C2CCC4(C3CC=C4C5=CN=CC=C5)C)O. Drug 2: CC1C(C(CC(O1)OC2CC(CC3=C2C(=C4C(=C3O)C(=O)C5=CC=CC=C5C4=O)O)(C(=O)C)O)N)O. Cell line: HS 578T. Synergy scores: CSS=44.8, Synergy_ZIP=2.61, Synergy_Bliss=4.39, Synergy_Loewe=-27.7, Synergy_HSA=3.22. (3) Drug 1: CC1=CC2C(CCC3(C2CCC3(C(=O)C)OC(=O)C)C)C4(C1=CC(=O)CC4)C. Drug 2: C1=C(C(=O)NC(=O)N1)N(CCCl)CCCl. Cell line: NCIH23. Synergy scores: CSS=13.8, Synergy_ZIP=-0.183, Synergy_Bliss=0.807, Synergy_Loewe=-19.2, Synergy_HSA=-1.18. (4) Drug 1: C1CCC(CC1)NC(=O)N(CCCl)N=O. Drug 2: CCCS(=O)(=O)NC1=C(C(=C(C=C1)F)C(=O)C2=CNC3=C2C=C(C=N3)C4=CC=C(C=C4)Cl)F. Cell line: OVCAR3. Synergy scores: CSS=4.39, Synergy_ZIP=-3.60, Synergy_Bliss=-0.137, Synergy_Loewe=-3.03, Synergy_HSA=-2.60.